This data is from Catalyst prediction with 721,799 reactions and 888 catalyst types from USPTO. The task is: Predict which catalyst facilitates the given reaction. (1) Reactant: Cl[C:2]1[N:10]=[C:9]([Cl:11])[CH:8]=[CH:7][C:3]=1[C:4]([NH2:6])=[O:5].[CH3:12][O:13][CH2:14][CH2:15][NH2:16]. Product: [Cl:11][C:9]1[CH:8]=[CH:7][C:3]([C:4]([NH2:6])=[O:5])=[C:2]([NH:16][CH2:15][CH2:14][O:13][CH3:12])[N:10]=1. The catalyst class is: 9. (2) Reactant: [CH3:1][C:2]1[S:12][C:5]2[NH:6][C:7](=[O:11])[O:8][C:9](=[O:10])[C:4]=2[CH:3]=1.Br[CH2:14][C:15]1[CH:20]=[CH:19][C:18]([F:21])=[CH:17][CH:16]=1. Product: [F:21][C:18]1[CH:19]=[CH:20][C:15]([CH2:14][N:6]2[C:5]3[S:12][C:2]([CH3:1])=[CH:3][C:4]=3[C:9](=[O:10])[O:8][C:7]2=[O:11])=[CH:16][CH:17]=1. The catalyst class is: 3.